Predict the product of the given reaction. From a dataset of Forward reaction prediction with 1.9M reactions from USPTO patents (1976-2016). (1) Given the reactants [Cl:1][C:2]1[CH:3]=[N:4][C:5]2[N:6]([N:8]=[C:9]([C:11]([OH:13])=O)[CH:10]=2)[CH:7]=1.[CH3:14][CH:15]1[NH:20][CH2:19][CH2:18][N:17]2[C:21]([C:24]3[CH:25]=[N:26][CH:27]=[CH:28][CH:29]=3)=[CH:22][CH:23]=[C:16]12, predict the reaction product. The product is: [Cl:1][C:2]1[CH:3]=[N:4][C:5]2[N:6]([N:8]=[C:9]([C:11]([N:20]3[CH2:19][CH2:18][N:17]4[C:21]([C:24]5[CH:25]=[N:26][CH:27]=[CH:28][CH:29]=5)=[CH:22][CH:23]=[C:16]4[CH:15]3[CH3:14])=[O:13])[CH:10]=2)[CH:7]=1. (2) Given the reactants [NH2:1][C:2]1[CH:15]=[CH:14][C:13](Cl)=[CH:12][C:3]=1[C:4](C1C=CC=CC=1)=O.[NH2:17][C:18](N)=O.O, predict the reaction product. The product is: [N:1]1[C:2]2[C:3](=[CH:12][CH:13]=[CH:14][CH:15]=2)[CH:4]=[N:17][CH:18]=1. (3) Given the reactants [O:1]1[C:5]([C:6]2[CH:43]=[CH:42][C:9]([O:10][C:11]3[C:12]([CH:34]4[CH2:38][CH2:37][CH2:36][N:35]4[C:39](=[O:41])[CH3:40])=[CH:13][C:14]4[N:18](COCC[Si](C)(C)C)[C:17]([C:27]5[CH:32]=[CH:31][CH:30]=[CH:29][N:28]=5)=[N:16][C:15]=4[CH:33]=3)=[CH:8][CH:7]=2)=[CH:4][N:3]=[CH:2]1, predict the reaction product. The product is: [O:1]1[C:5]([C:6]2[CH:7]=[CH:8][C:9]([O:10][C:11]3[C:12]([CH:34]4[CH2:38][CH2:37][CH2:36][N:35]4[C:39](=[O:41])[CH3:40])=[CH:13][C:14]4[NH:18][C:17]([C:27]5[CH:32]=[CH:31][CH:30]=[CH:29][N:28]=5)=[N:16][C:15]=4[CH:33]=3)=[CH:42][CH:43]=2)=[CH:4][N:3]=[CH:2]1. (4) The product is: [O:15]=[C:16]([C:20]1[CH:25]=[CH:24][CH:23]=[CH:22][CH:21]=1)[C:17]([O:12][CH2:11][C:8]1[CH:9]=[CH:10][C:5]([C:3](=[O:4])[C:2]([OH:1])([CH3:14])[CH3:13])=[CH:6][CH:7]=1)=[O:18]. Given the reactants [OH:1][C:2]([CH3:14])([CH3:13])[C:3]([C:5]1[CH:10]=[CH:9][C:8]([CH2:11][OH:12])=[CH:7][CH:6]=1)=[O:4].[O:15]=[C:16]([C:20]1[CH:25]=[CH:24][CH:23]=[CH:22][CH:21]=1)[C:17](Cl)=[O:18], predict the reaction product. (5) Given the reactants [H-].[Na+].[F:3][C:4]1[CH:13]=[CH:12][CH:11]=[C:10]2[C:5]=1[NH:6][CH2:7][C:8](=[O:14])[NH:9]2.C(OC(=O)[NH:21][CH2:22][CH2:23][CH2:24]Br)(C)(C)C.[I-].[Na+], predict the reaction product. The product is: [NH2:21][CH2:22][CH2:23][CH2:24][N:9]1[C:10]2[C:5](=[C:4]([F:3])[CH:13]=[CH:12][CH:11]=2)[NH:6][CH2:7][C:8]1=[O:14]. (6) Given the reactants [CH3:1][O:2][C:3]1[CH:8]=[CH:7][CH:6]=[CH:5][C:4]=1[C:9]1[CH:10]=[C:11]2[C:16](=[CH:17][CH:18]=1)[NH:15][C:14]([CH3:20])([CH3:19])[CH:13]=[C:12]2[CH2:21]SCCC.BrCC1[C:37]2[C:32](=[CH:33][CH:34]=[C:35](C3C=CC=CC=3OC)[CH:36]=2)[NH:31]C(C)(C)C=1.C(=O)([O-])[O-].[K+].[K+], predict the reaction product. The product is: [CH3:1][O:2][C:3]1[CH:8]=[CH:7][CH:6]=[CH:5][C:4]=1[C:9]1[CH:10]=[C:11]2[C:16](=[CH:17][CH:18]=1)[NH:15][C:14]([CH3:19])([CH3:20])[CH:13]=[C:12]2[CH2:21][NH:31][C:32]1[CH:37]=[CH:36][CH:35]=[CH:34][CH:33]=1.